Dataset: Reaction yield outcomes from USPTO patents with 853,638 reactions. Task: Predict the reaction yield, written as a fraction of the theoretical maximum amount of product (1.0 means a 100% yield; for example, 0.34 means a 34% yield). (1) The reactants are [CH3:1][O:2][C:3]1[CH:15]=[CH:14][C:6]2[C:7]([CH:10]([OH:13])CO)=[CH:8][O:9][C:5]=2[CH:4]=1. The catalyst is C1COCC1.O. The product is [CH3:1][O:2][C:3]1[CH:15]=[CH:14][C:6]2[C:7]([CH:10]=[O:13])=[CH:8][O:9][C:5]=2[CH:4]=1. The yield is 0.730. (2) The reactants are [CH2:1]([O:19][CH2:20][CH2:21][N:22]([CH2:28][CH2:29][O:30][CH2:31][CH2:32][CH2:33][CH2:34][CH2:35][CH2:36][CH2:37][CH2:38]/[CH:39]=[CH:40]\[CH2:41][CH2:42][CH2:43][CH2:44][CH2:45][CH2:46][CH2:47][CH3:48])[CH2:23][CH2:24][C:25](O)=[O:26])[CH2:2][CH2:3][CH2:4][CH2:5][CH2:6][CH2:7][CH2:8]/[CH:9]=[CH:10]\[CH2:11][CH2:12][CH2:13][CH2:14][CH2:15][CH2:16][CH2:17][CH3:18].F[P-](F)(F)(F)(F)F.[N:56]1(OC(N(C)C)=[N+](C)C)C2N=CC=CC=2N=N1.CO.N.C(N(C(C)C)CC)(C)C. The catalyst is C(Cl)(Cl)Cl. The yield is 0.850. The product is [CH2:1]([O:19][CH2:20][CH2:21][N:22]([CH2:28][CH2:29][O:30][CH2:31][CH2:32][CH2:33][CH2:34][CH2:35][CH2:36][CH2:37][CH2:38]/[CH:39]=[CH:40]\[CH2:41][CH2:42][CH2:43][CH2:44][CH2:45][CH2:46][CH2:47][CH3:48])[CH2:23][CH2:24][C:25]([NH2:56])=[O:26])[CH2:2][CH2:3][CH2:4][CH2:5][CH2:6][CH2:7][CH2:8]/[CH:9]=[CH:10]\[CH2:11][CH2:12][CH2:13][CH2:14][CH2:15][CH2:16][CH2:17][CH3:18]. (3) The reactants are [NH:1]1[C:5]2=[N:6][CH:7]=[CH:8][CH:9]=[C:4]2[C:3]([C:10]([C:12]2[CH:13]=[N:14][C:15]([NH:18][CH2:19][C:20]3[CH:25]=[CH:24][C:23]([C:26]([F:29])([F:28])[F:27])=[CH:22][CH:21]=3)=[CH:16][CH:17]=2)=[O:11])=[CH:2]1.[BH4-].[Na+].O. The catalyst is CN(C)C=O.C(O)C. The product is [NH:1]1[C:5]2=[N:6][CH:7]=[CH:8][CH:9]=[C:4]2[C:3]([CH:10]([C:12]2[CH:13]=[N:14][C:15]([NH:18][CH2:19][C:20]3[CH:25]=[CH:24][C:23]([C:26]([F:27])([F:29])[F:28])=[CH:22][CH:21]=3)=[CH:16][CH:17]=2)[OH:11])=[CH:2]1. The yield is 0.300.